This data is from Catalyst prediction with 721,799 reactions and 888 catalyst types from USPTO. The task is: Predict which catalyst facilitates the given reaction. (1) Reactant: [CH:1]([Mg]Cl)([CH3:3])[CH3:2].[CH3:6][C:7]1[N:12]=[C:11](/[C:13](=[N:15]/[O:16][CH2:17][CH2:18][CH2:19][C:20]2[N:25]=[C:24]([CH:26]=[O:27])[CH:23]=[CH:22][CH:21]=2)/[CH3:14])[CH:10]=[CH:9][CH:8]=1.[Cl-].[NH4+]. Product: [OH:27][CH:26]([C:24]1[N:25]=[C:20]([CH2:19][CH2:18][CH2:17][O:16]/[N:15]=[C:13](/[C:11]2[CH:10]=[CH:9][CH:8]=[C:7]([CH3:6])[N:12]=2)\[CH3:14])[CH:21]=[CH:22][CH:23]=1)[CH:1]([CH3:3])[CH3:2]. The catalyst class is: 54. (2) Reactant: C(OC(=O)[NH:7][C:8]1[CH:13]=[C:12]([C:14]#[N:15])[CH:11]=[C:10]([N:16]2[CH2:21][CH2:20][CH:19]([O:22][Si:23]([C:26]([CH3:29])([CH3:28])[CH3:27])([CH3:25])[CH3:24])[CH2:18][CH2:17]2)[C:9]=1[Cl:30])(C)(C)C.N1C(C)=CC=CC=1C.FC(F)(F)S(O[Si](C)(C)C)(=O)=O. Product: [NH2:7][C:8]1[CH:13]=[C:12]([CH:11]=[C:10]([N:16]2[CH2:17][CH2:18][CH:19]([O:22][Si:23]([C:26]([CH3:29])([CH3:28])[CH3:27])([CH3:24])[CH3:25])[CH2:20][CH2:21]2)[C:9]=1[Cl:30])[C:14]#[N:15]. The catalyst class is: 4. (3) Reactant: C(O)(=O)C(O)=O.[NH2:7][CH2:8][CH:9]1[C:11]2([CH2:16][CH2:15][N:14]([C:17]([O:19][C:20]([CH3:23])([CH3:22])[CH3:21])=[O:18])[CH2:13][CH2:12]2)[CH2:10]1.Cl[C:25]([O:27][C:28]1[CH:33]=[CH:32][C:31]([N+:34]([O-:36])=[O:35])=[CH:30][CH:29]=1)=[O:26].C(N(CC)CC)C. Product: [N+:34]([C:31]1[CH:32]=[CH:33][C:28]([O:27][C:25]([NH:7][CH2:8][CH:9]2[C:11]3([CH2:12][CH2:13][N:14]([C:17]([O:19][C:20]([CH3:23])([CH3:22])[CH3:21])=[O:18])[CH2:15][CH2:16]3)[CH2:10]2)=[O:26])=[CH:29][CH:30]=1)([O-:36])=[O:35]. The catalyst class is: 2.